From a dataset of Full USPTO retrosynthesis dataset with 1.9M reactions from patents (1976-2016). Predict the reactants needed to synthesize the given product. (1) Given the product [CH2:1]([N:3]([CH2:4][CH3:5])[C:12]([C:8]1[CH:7]=[C:6]([CH3:15])[CH:11]=[CH:10][CH:9]=1)=[O:14])[CH3:2], predict the reactants needed to synthesize it. The reactants are: [CH2:1]([NH2+:3][CH2:4][CH3:5])[CH3:2].[C:6]1([CH3:15])[CH:11]=[CH:10][CH:9]=[C:8]([C:12]([O-:14])=O)[CH:7]=1. (2) Given the product [F:1][C:2]1[CH:3]=[C:4]([C@@:15]([NH:16][S@@:17]([C:19]([CH3:22])([CH3:21])[CH3:20])=[O:18])([C:23]2[CH:24]=[CH:25][C:26]([F:29])=[CH:27][CH:28]=2)[CH2:39][C:40]2[CH:45]=[CH:44][CH:43]=[CH:42][CH:41]=2)[CH:5]=[C:6]([O:8][C:9]([F:14])([F:13])[CH:10]([F:11])[F:12])[CH:7]=1, predict the reactants needed to synthesize it. The reactants are: [F:1][C:2]1[CH:3]=[C:4]([C:15]([C:23]2[CH:28]=[CH:27][C:26]([F:29])=[CH:25][CH:24]=2)=[N:16][S@@:17]([C:19]([CH3:22])([CH3:21])[CH3:20])=[O:18])[CH:5]=[C:6]([O:8][C:9]([F:14])([F:13])[CH:10]([F:12])[F:11])[CH:7]=1.B(F)(F)F.CCOCC.[CH2:39]([Mg]Cl)[C:40]1[CH:45]=[CH:44][CH:43]=[CH:42][CH:41]=1. (3) Given the product [NH:23]1[C:24]2[C:29](=[CH:28][CH:27]=[CH:26][CH:25]=2)[C:21]([CH:18]2[CH2:19][CH2:20][N:15]([CH2:2][CH2:3][CH2:4][N:5]3[C:13](=[O:14])[N:8]4[CH:9]=[CH:10][CH:11]=[CH:12][C:7]4=[N:6]3)[CH2:16][CH2:17]2)=[CH:22]1, predict the reactants needed to synthesize it. The reactants are: Cl[CH2:2][CH2:3][CH2:4][N:5]1[C:13](=[O:14])[N:8]2[CH:9]=[CH:10][CH:11]=[CH:12][C:7]2=[N:6]1.[NH:15]1[CH2:20][CH2:19][CH:18]([C:21]2[C:29]3[C:24](=[CH:25][CH:26]=[CH:27][CH:28]=3)[NH:23][CH:22]=2)[CH2:17][CH2:16]1. (4) Given the product [O:1]1[C:5]2[CH:6]=[CH:7][C:8]([C:10]3([C:13]([NH:15][C:16]4[N:21]=[C:20]([C:22]5[CH:27]=[CH:26][C:25]([S:28]([Cl:34])(=[O:31])=[O:29])=[CH:24][CH:23]=5)[CH:19]=[CH:18][CH:17]=4)=[O:14])[CH2:12][CH2:11]3)=[CH:9][C:4]=2[O:3][CH2:2]1, predict the reactants needed to synthesize it. The reactants are: [O:1]1[C:5]2[CH:6]=[CH:7][C:8]([C:10]3([C:13]([NH:15][C:16]4[N:21]=[C:20]([C:22]5[CH:27]=[CH:26][C:25]([S:28]([OH:31])(=O)=[O:29])=[CH:24][CH:23]=5)[CH:19]=[CH:18][CH:17]=4)=[O:14])[CH2:12][CH2:11]3)=[CH:9][C:4]=2[O:3][CH2:2]1.O=S(Cl)[Cl:34].CN(C=O)C. (5) Given the product [NH2:24][C:22](=[O:23])[C:21](=[O:25])[CH:20]([NH:19][C:13]([C@H:8]1[CH2:9][CH2:10][C:11](=[O:12])[N:7]1[CH2:6][C:5]1[CH:16]=[CH:17][CH:18]=[C:3]([C:1]#[N:2])[CH:4]=1)=[O:15])[CH2:26][C:27]1[CH:28]=[CH:29][CH:30]=[CH:31][CH:32]=1, predict the reactants needed to synthesize it. The reactants are: [C:1]([C:3]1[CH:4]=[C:5]([CH:16]=[CH:17][CH:18]=1)[CH2:6][N:7]1[C:11](=[O:12])[CH2:10][CH2:9][C@@H:8]1[C:13]([OH:15])=O)#[N:2].[NH2:19][CH:20]([CH2:26][C:27]1[CH:32]=[CH:31][CH:30]=[CH:29][CH:28]=1)[CH:21]([OH:25])[C:22]([NH2:24])=[O:23].O[NH-].O=[N-]. (6) Given the product [OH:5][CH2:4][C:3]1[CH:6]=[C:7]([N+:10]([O-:12])=[O:11])[CH:8]=[CH:9][C:2]=1[N:13]1[CH2:17][CH2:16][C@@H:15]([OH:18])[CH2:14]1, predict the reactants needed to synthesize it. The reactants are: Cl[C:2]1[CH:9]=[CH:8][C:7]([N+:10]([O-:12])=[O:11])=[CH:6][C:3]=1[CH2:4][OH:5].[NH:13]1[CH2:17][CH2:16][C@@H:15]([OH:18])[CH2:14]1. (7) Given the product [F:1][C:2]1[CH:3]=[C:4]([C:12]2[C:13]3[CH2:20][CH2:19][CH:18]([CH2:21][C:22]([NH:24][C:25]4[CH:29]=[CH:30][O:26][N:27]=4)=[O:23])[C:14]=3[CH:15]=[N:16][CH:17]=2)[CH:5]=[CH:6][C:7]=1[C:8]([F:11])([F:9])[F:10], predict the reactants needed to synthesize it. The reactants are: [F:1][C:2]1[CH:3]=[C:4]([C:12]2[C:13]3[CH2:20][CH2:19][CH:18]([CH2:21][C:22]([NH:24][CH3:25])=[O:23])[C:14]=3[CH:15]=[N:16][CH:17]=2)[CH:5]=[CH:6][C:7]=1[C:8]([F:11])([F:10])[F:9].[O:26]1[CH:30]=[CH:29]C(N)=[N:27]1.